Dataset: Reaction yield outcomes from USPTO patents with 853,638 reactions. Task: Predict the reaction yield, written as a fraction of the theoretical maximum amount of product (1.0 means a 100% yield; for example, 0.34 means a 34% yield). (1) The reactants are BrBr.[F:3][C:4]([F:13])([F:12])[CH:5]1[CH2:10][CH:9]=[N:8][NH:7][C:6]1=[O:11]. The catalyst is C(O)(=O)C. The product is [F:12][C:4]([F:3])([F:13])[C:5]1[C:6](=[O:11])[NH:7][N:8]=[CH:9][CH:10]=1. The yield is 0.780. (2) The reactants are [Cl:1][C:2]1[CH:3]=[N:4][CH:5]=[C:6]([Cl:11])[C:7]=1[C:8]([OH:10])=O.CC[N:14](C(C)C)C(C)C.CN(C(ON1N=NC2C=CC=NC1=2)=[N+](C)C)C.F[P-](F)(F)(F)(F)F.[Cl:45][C:46]1[CH:47]=[C:48]([CH:52]=[CH:53][N:54]=1)[C:49]([NH2:51])=O. The catalyst is CN(C=O)C. The product is [Cl:11][C:6]1[CH:5]=[N:4][CH:3]=[C:2]([Cl:1])[C:7]=1[C:8]([NH:51][C:49]([C:48]1[CH:52]=[CH:53][N:54]=[C:46]([Cl:45])[CH:47]=1)=[NH:14])=[O:10]. The yield is 0.850. (3) The product is [C:1]([O:9][C@H:10]1[CH2:15][C@H:14]([OH:16])[CH2:13][CH2:12][C@@H:11]1[C:24]1[N:28]([CH3:29])[N:27]=[CH:26][CH:25]=1)(=[O:8])[C:2]1[CH:3]=[CH:4][CH:5]=[CH:6][CH:7]=1. The reactants are [C:1]([O:9][C@H:10]1[CH2:15][C@H:14]([O:16][Si](C(C)(C)C)(C)C)[CH2:13][CH2:12][C@@H:11]1[C:24]1[N:28]([CH3:29])[N:27]=[CH:26][CH:25]=1)(=[O:8])[C:2]1[CH:7]=[CH:6][CH:5]=[CH:4][CH:3]=1.[F-].C([N+](CCCC)(CCCC)CCCC)CCC. The yield is 0.970. The catalyst is C1COCC1. (4) The reactants are [N+:1]([C:4]1[CH:9]=[CH:8][CH:7]=[CH:6][C:5]=1[CH2:10][C:11]([OH:13])=[O:12])([O-:3])=[O:2].S(=O)(=O)(O)O.[CH3:19]O. The catalyst is CCOC(C)=O. The product is [N+:1]([C:4]1[CH:9]=[CH:8][CH:7]=[CH:6][C:5]=1[CH2:10][C:11]([O:13][CH3:19])=[O:12])([O-:3])=[O:2]. The yield is 0.980.